The task is: Binary Classification. Given a T-cell receptor sequence (or CDR3 region) and an epitope sequence, predict whether binding occurs between them.. This data is from TCR-epitope binding with 47,182 pairs between 192 epitopes and 23,139 TCRs. (1) The epitope is MPASWVMRI. The TCR CDR3 sequence is CASSHSGTNTGELFF. Result: 1 (the TCR binds to the epitope). (2) The epitope is CTELKLSDY. The TCR CDR3 sequence is CAISESTSGIYEQYF. Result: 0 (the TCR does not bind to the epitope). (3) The epitope is AVFDRKSDAK. The TCR CDR3 sequence is CASSLSGGGYNEQFF. Result: 0 (the TCR does not bind to the epitope). (4) The epitope is IPSINVHHY. Result: 0 (the TCR does not bind to the epitope). The TCR CDR3 sequence is CASRGGPASGTTGELFF. (5) The TCR CDR3 sequence is CASSPLMGDTQYF. Result: 1 (the TCR binds to the epitope). The epitope is GLCTLVAML. (6) The epitope is NLNESLIDL. The TCR CDR3 sequence is CASLTSGHIREETQYF. Result: 1 (the TCR binds to the epitope). (7) The TCR CDR3 sequence is CASSQGNEQFF. Result: 1 (the TCR binds to the epitope). The epitope is RQLLFVVEV. (8) The epitope is RLFRKSNLK. The TCR CDR3 sequence is CASSQDLGLPQHF. Result: 0 (the TCR does not bind to the epitope). (9) The epitope is RQLLFVVEV. The TCR CDR3 sequence is CASSKEAQLYEQYF. Result: 1 (the TCR binds to the epitope).